Dataset: Reaction yield outcomes from USPTO patents with 853,638 reactions. Task: Predict the reaction yield, written as a fraction of the theoretical maximum amount of product (1.0 means a 100% yield; for example, 0.34 means a 34% yield). (1) The reactants are [F:1][C:2]1[CH:10]=[CH:9][CH:8]=[C:7]2[C:3]=1[CH:4]=[C:5]([C:11]1[N:16]=[C:15]([O:17]C)[N:14]=[C:13]([C:19]3[C:20]([N:39]([CH3:44])[S:40]([CH3:43])(=[O:42])=[O:41])=[CH:21][C:22]4[O:26][C:25]([C:27]5[CH:32]=[CH:31][C:30]([F:33])=[CH:29][CH:28]=5)=[C:24]([C:34]([NH:36][CH3:37])=[O:35])[C:23]=4[CH:38]=3)[CH:12]=1)[NH:6]2.[Na+].[I-]. The catalyst is CC(O)=O. The product is [F:1][C:2]1[CH:10]=[CH:9][CH:8]=[C:7]2[C:3]=1[CH:4]=[C:5]([C:11]1[NH:16][C:15](=[O:17])[N:14]=[C:13]([C:19]3[C:20]([N:39]([CH3:44])[S:40]([CH3:43])(=[O:42])=[O:41])=[CH:21][C:22]4[O:26][C:25]([C:27]5[CH:32]=[CH:31][C:30]([F:33])=[CH:29][CH:28]=5)=[C:24]([C:34]([NH:36][CH3:37])=[O:35])[C:23]=4[CH:38]=3)[CH:12]=1)[NH:6]2. The yield is 0.854. (2) The product is [CH2:2]([O:4][C:5]([C:7]1[CH:8]=[N:9][N:10]([C:12]2[NH:13][C:16]3=[N:17][C:18]4[C:23]([N:24]=[C:25]3[N:14]=2)=[CH:22][CH:21]=[CH:20][CH:19]=4)[CH:11]=1)=[O:6])[CH3:3]. The reactants are Cl.[CH2:2]([O:4][C:5]([C:7]1[CH:8]=[N:9][N:10]([C:12](=[NH:14])[NH2:13])[CH:11]=1)=[O:6])[CH3:3].Cl[C:16]1[C:25](Cl)=[N:24][C:23]2[C:18](=[CH:19][CH:20]=[CH:21][CH:22]=2)[N:17]=1.C([O-])([O-])=O.[Cs+].[Cs+].Cl. The yield is 0.430. The catalyst is CN(C=O)C.O.